Dataset: Full USPTO retrosynthesis dataset with 1.9M reactions from patents (1976-2016). Task: Predict the reactants needed to synthesize the given product. (1) Given the product [CH2:35]([O:42][CH2:43][C:44]([N:1]1[C:9]2[C:4](=[CH:5][CH:6]=[C:7]([NH:10][C:11](=[O:25])[C:12]3[CH:17]=[CH:16][C:15](/[CH:18]=[CH:19]/[C:20]([F:21])([F:23])[F:22])=[CH:14][C:13]=3[CH3:24])[CH:8]=2)[CH2:3][CH2:2]1)=[O:45])[C:36]1[CH:41]=[CH:40][CH:39]=[CH:38][CH:37]=1, predict the reactants needed to synthesize it. The reactants are: [NH:1]1[C:9]2[C:4](=[CH:5][CH:6]=[C:7]([NH:10][C:11](=[O:25])[C:12]3[CH:17]=[CH:16][C:15](/[CH:18]=[CH:19]/[C:20]([F:23])([F:22])[F:21])=[CH:14][C:13]=3[CH3:24])[CH:8]=2)[CH2:3][CH2:2]1.C(N(CC)C(C)C)(C)C.[CH2:35]([O:42][CH2:43][C:44](Cl)=[O:45])[C:36]1[CH:41]=[CH:40][CH:39]=[CH:38][CH:37]=1. (2) The reactants are: C([O:3][CH:4](OCC)[C:5]1[CH:10]=[CH:9][C:8]([C:11]([C:22]2[CH:27]=[CH:26][C:25]([O:28][CH3:29])=[CH:24][CH:23]=2)(O)[CH:12]([C:15]2[CH:20]=[CH:19][CH:18]=[CH:17][CH:16]=2)[CH2:13][CH3:14])=[CH:7][CH:6]=1)C.Cl. Given the product [CH3:29][O:28][C:25]1[CH:24]=[CH:23][C:22]([C:11]([C:8]2[CH:9]=[CH:10][C:5]([CH:4]=[O:3])=[CH:6][CH:7]=2)=[C:12]([C:15]2[CH:20]=[CH:19][CH:18]=[CH:17][CH:16]=2)[CH2:13][CH3:14])=[CH:27][CH:26]=1, predict the reactants needed to synthesize it. (3) Given the product [Br:1][C:2]1[CH:3]=[C:4]([CH:5]=[CH:6][CH:7]=1)[CH2:8][NH:9][C:19](=[O:22])[CH:20]=[CH2:21], predict the reactants needed to synthesize it. The reactants are: [Br:1][C:2]1[CH:3]=[C:4]([CH2:8][NH2:9])[CH:5]=[CH:6][CH:7]=1.CCN(C(C)C)C(C)C.[C:19](Cl)(=[O:22])[CH:20]=[CH2:21].